From a dataset of Forward reaction prediction with 1.9M reactions from USPTO patents (1976-2016). Predict the product of the given reaction. (1) Given the reactants [S:1]1[CH:5]=[CH:4][N:3]=[C:2]1[NH:6][S:7]([C:10]1[CH:11]=[N:12][C:13]([NH:16][C:17]([NH2:19])=[S:18])=[CH:14][CH:15]=1)(=[O:9])=[O:8].Br[CH2:21][C:22](=O)[CH2:23][C:24]1[CH:29]=[CH:28][C:27]([Cl:30])=[CH:26][CH:25]=1, predict the reaction product. The product is: [Cl:30][C:27]1[CH:28]=[CH:29][C:24]([CH2:23][C:22]2[N:19]=[C:17]([NH:16][C:13]3[N:12]=[CH:11][C:10]([S:7]([NH:6][C:2]4[S:1][CH:5]=[CH:4][N:3]=4)(=[O:8])=[O:9])=[CH:15][CH:14]=3)[S:18][CH:21]=2)=[CH:25][CH:26]=1. (2) Given the reactants [CH2:1]([O:8][N:9]1[C:15](=[O:16])[N:14]2[CH2:17][C@H:10]1[CH2:11][CH2:12][C@H:13]2[C:18]([O:20]N1C(=O)[C@H]2[C@H]([C@@H]3C[C@H]2C=C3)C1=O)=O)[C:2]1[CH:7]=[CH:6][CH:5]=[CH:4][CH:3]=1.[NH2:33][O:34][CH2:35][CH2:36][CH2:37][NH:38][C:39](=[O:45])[O:40][C:41]([CH3:44])([CH3:43])[CH3:42], predict the reaction product. The product is: [C:41]([O:40][C:39](=[O:45])[NH:38][CH2:37][CH2:36][CH2:35][O:34][NH:33][C:18]([C@@H:13]1[CH2:12][CH2:11][C@@H:10]2[CH2:17][N:14]1[C:15](=[O:16])[N:9]2[O:8][CH2:1][C:2]1[CH:3]=[CH:4][CH:5]=[CH:6][CH:7]=1)=[O:20])([CH3:44])([CH3:42])[CH3:43]. (3) Given the reactants [CH2:1]([Zn]CC)C.ICI.[Br:9][C:10]1[CH:15]=[CH:14][C:13]([Cl:16])=[C:12]([CH2:17][C:18]2[CH:23]=[CH:22][C:21]([O:24][CH2:25][CH:26]([O:28][CH:29]=[CH2:30])[CH3:27])=[CH:20][CH:19]=2)[CH:11]=1, predict the reaction product. The product is: [Br:9][C:10]1[CH:15]=[CH:14][C:13]([Cl:16])=[C:12]([CH2:17][C:18]2[CH:23]=[CH:22][C:21]([O:24][CH2:25][CH:26]([O:28][CH:29]3[CH2:1][CH2:30]3)[CH3:27])=[CH:20][CH:19]=2)[CH:11]=1.